Predict which catalyst facilitates the given reaction. From a dataset of Catalyst prediction with 721,799 reactions and 888 catalyst types from USPTO. (1) Reactant: [Cl:1][C:2]1[CH:3]=[CH:4][C:5]([N:10]2[CH2:14][CH2:13][CH2:12][CH2:11]2)=[C:6]([CH:9]=1)[CH:7]=O.[N:15]1([C:21]([O:23][C:24]([CH3:27])([CH3:26])[CH3:25])=[O:22])[CH2:20][CH2:19][NH:18][CH2:17][CH2:16]1.C(O[BH-](OC(=O)C)OC(=O)C)(=O)C.[Na+]. Product: [Cl:1][C:2]1[CH:3]=[CH:4][C:5]([N:10]2[CH2:14][CH2:13][CH2:12][CH2:11]2)=[C:6]([CH2:7][N:18]2[CH2:17][CH2:16][N:15]([C:21]([O:23][C:24]([CH3:27])([CH3:26])[CH3:25])=[O:22])[CH2:20][CH2:19]2)[CH:9]=1. The catalyst class is: 26. (2) Reactant: [CH:1]1([NH:6][CH2:7][C:8]([OH:15])([CH3:14])[C:9]([O:11][CH2:12][CH3:13])=[O:10])[CH2:5][CH2:4][CH2:3][CH2:2]1.[CH2:16](Br)[C:17]1[CH:22]=[CH:21][CH:20]=[CH:19][CH:18]=1.C([O-])([O-])=O.[K+].[K+].CCOC(C)=O. Product: [CH2:16]([N:6]([CH:1]1[CH2:2][CH2:3][CH2:4][CH2:5]1)[CH2:7][C:8]([OH:15])([CH3:14])[C:9]([O:11][CH2:12][CH3:13])=[O:10])[C:17]1[CH:22]=[CH:21][CH:20]=[CH:19][CH:18]=1. The catalyst class is: 10. (3) Reactant: [Si:1]([O:8][C@@H:9]([C@@H:35]([CH3:82])/[CH:36]=[CH:37]\[C@@H:38]([O:74][Si:75]([C:78]([CH3:81])([CH3:80])[CH3:79])([CH3:77])[CH3:76])[CH2:39][C@H:40]([O:66][Si:67]([C:70]([CH3:73])([CH3:72])[CH3:71])([CH3:69])[CH3:68])[C@H:41]([CH3:65])/[CH:42]=[CH:43]/[CH2:44][O:45][C:46]([C:59]1[CH:64]=[CH:63][CH:62]=[CH:61][CH:60]=1)([C:53]1[CH:58]=[CH:57][CH:56]=[CH:55][CH:54]=1)[C:47]1[CH:52]=[CH:51][CH:50]=[CH:49][CH:48]=1)[C@@H:10]([CH3:34])[CH2:11][CH2:12][CH2:13][CH2:14][C:15](=[O:33])[C@@H:16]([C@@H:18]1[C@@H:23]([CH3:24])[CH2:22][O:21][CH:20]([C:25]2[CH:30]=[CH:29][C:28]([O:31][CH3:32])=[CH:27][CH:26]=2)[O:19]1)[CH3:17])([C:4]([CH3:7])([CH3:6])[CH3:5])([CH3:3])[CH3:2]. Product: [Si:1]([O:8][C@@H:9]([C@@H:35]([CH3:82])/[CH:36]=[CH:37]\[C@@H:38]([O:74][Si:75]([C:78]([CH3:81])([CH3:80])[CH3:79])([CH3:77])[CH3:76])[CH2:39][C@H:40]([O:66][Si:67]([C:70]([CH3:73])([CH3:72])[CH3:71])([CH3:68])[CH3:69])[C@H:41]([CH3:65])/[CH:42]=[CH:43]/[CH2:44][O:45][C:46]([C:47]1[CH:52]=[CH:51][CH:50]=[CH:49][CH:48]=1)([C:59]1[CH:64]=[CH:63][CH:62]=[CH:61][CH:60]=1)[C:53]1[CH:54]=[CH:55][CH:56]=[CH:57][CH:58]=1)[C@@H:10]([CH3:34])[CH2:11][CH2:12][CH2:13][CH2:14][C@@H:15]([OH:33])[C@@H:16]([C@@H:18]1[C@@H:23]([CH3:24])[CH2:22][O:21][CH:20]([C:25]2[CH:30]=[CH:29][C:28]([O:31][CH3:32])=[CH:27][CH:26]=2)[O:19]1)[CH3:17])([C:4]([CH3:5])([CH3:6])[CH3:7])([CH3:2])[CH3:3]. The catalyst class is: 1. (4) Reactant: [N:1]1(C(N2C=CN=C2)=O)[CH:5]=CN=[CH:2]1.[Br:13][C:14]1[C:15]([C:19]([OH:21])=O)=[N:16][NH:17][CH:18]=1.CNC. Product: [Br:13][C:14]1[C:15]([C:19]([N:1]([CH3:5])[CH3:2])=[O:21])=[N:16][NH:17][CH:18]=1. The catalyst class is: 168.